This data is from NCI-60 drug combinations with 297,098 pairs across 59 cell lines. The task is: Regression. Given two drug SMILES strings and cell line genomic features, predict the synergy score measuring deviation from expected non-interaction effect. (1) Drug 1: CC1=C(C=C(C=C1)NC(=O)C2=CC=C(C=C2)CN3CCN(CC3)C)NC4=NC=CC(=N4)C5=CN=CC=C5. Drug 2: CCCCCOC(=O)NC1=NC(=O)N(C=C1F)C2C(C(C(O2)C)O)O. Cell line: NCI-H460. Synergy scores: CSS=-0.909, Synergy_ZIP=-0.0221, Synergy_Bliss=-1.03, Synergy_Loewe=-2.55, Synergy_HSA=-2.38. (2) Drug 1: C1=CC(=CC=C1C#N)C(C2=CC=C(C=C2)C#N)N3C=NC=N3. Drug 2: C(CCl)NC(=O)N(CCCl)N=O. Cell line: SK-MEL-5. Synergy scores: CSS=1.59, Synergy_ZIP=1.28, Synergy_Bliss=4.13, Synergy_Loewe=-1.66, Synergy_HSA=-1.41. (3) Cell line: MDA-MB-435. Synergy scores: CSS=-2.20, Synergy_ZIP=0.915, Synergy_Bliss=0.965, Synergy_Loewe=-0.0161, Synergy_HSA=-1.46. Drug 2: CC12CCC3C(C1CCC2O)C(CC4=C3C=CC(=C4)O)CCCCCCCCCS(=O)CCCC(C(F)(F)F)(F)F. Drug 1: CC1=C(C=C(C=C1)C(=O)NC2=CC(=CC(=C2)C(F)(F)F)N3C=C(N=C3)C)NC4=NC=CC(=N4)C5=CN=CC=C5. (4) Drug 1: CC1C(C(CC(O1)OC2CC(CC3=C2C(=C4C(=C3O)C(=O)C5=C(C4=O)C(=CC=C5)OC)O)(C(=O)C)O)N)O.Cl. Drug 2: CN1C2=C(C=C(C=C2)N(CCCl)CCCl)N=C1CCCC(=O)O.Cl. Cell line: OVCAR-4. Synergy scores: CSS=-2.46, Synergy_ZIP=-1.07, Synergy_Bliss=-1.85, Synergy_Loewe=-11.4, Synergy_HSA=-4.65. (5) Drug 1: CC1CCC2CC(C(=CC=CC=CC(CC(C(=O)C(C(C(=CC(C(=O)CC(OC(=O)C3CCCCN3C(=O)C(=O)C1(O2)O)C(C)CC4CCC(C(C4)OC)OCCO)C)C)O)OC)C)C)C)OC. Drug 2: C1=CC=C(C(=C1)C(C2=CC=C(C=C2)Cl)C(Cl)Cl)Cl. Cell line: OVCAR-5. Synergy scores: CSS=24.9, Synergy_ZIP=4.25, Synergy_Bliss=11.8, Synergy_Loewe=10.3, Synergy_HSA=10.0. (6) Drug 1: CC1=C2C(C(=O)C3(C(CC4C(C3C(C(C2(C)C)(CC1OC(=O)C(C(C5=CC=CC=C5)NC(=O)OC(C)(C)C)O)O)OC(=O)C6=CC=CC=C6)(CO4)OC(=O)C)OC)C)OC. Drug 2: C(CN)CNCCSP(=O)(O)O. Cell line: SF-268. Synergy scores: CSS=34.9, Synergy_ZIP=1.05, Synergy_Bliss=-0.549, Synergy_Loewe=-31.3, Synergy_HSA=-0.914. (7) Drug 1: CC1=C(C(CCC1)(C)C)C=CC(=CC=CC(=CC(=O)O)C)C. Synergy scores: CSS=10.4, Synergy_ZIP=-5.51, Synergy_Bliss=1.18, Synergy_Loewe=-13.1, Synergy_HSA=-0.0136. Drug 2: C1CNP(=O)(OC1)N(CCCl)CCCl. Cell line: A549. (8) Drug 1: C1CCC(CC1)NC(=O)N(CCCl)N=O. Drug 2: C1=CC(=CC=C1CC(C(=O)O)N)N(CCCl)CCCl.Cl. Cell line: LOX IMVI. Synergy scores: CSS=50.1, Synergy_ZIP=-0.741, Synergy_Bliss=4.75, Synergy_Loewe=5.84, Synergy_HSA=8.36.